This data is from Full USPTO retrosynthesis dataset with 1.9M reactions from patents (1976-2016). The task is: Predict the reactants needed to synthesize the given product. (1) Given the product [CH3:1][O:2][C:3]([C:5]1[CH:6]=[CH:7][C:8]([C:11]([O:13][C:20]([CH3:30])([CH3:25])[CH3:21])=[O:12])=[N:9][CH:10]=1)=[O:4], predict the reactants needed to synthesize it. The reactants are: [CH3:1][O:2][C:3]([C:5]1[CH:6]=[CH:7][C:8]([C:11]([OH:13])=[O:12])=[N:9][CH:10]=1)=[O:4].N1C=CC=CC=1.[C:20]1([CH3:30])[CH:25]=CC(S(Cl)(=O)=O)=C[CH:21]=1.C(=O)(O)[O-].[Na+]. (2) The reactants are: Cl.[NH2:2][N:3]1[CH:7]=[C:6]([Br:8])[CH:5]=[C:4]1C#N.[C:11](O)(=O)C.[CH:15]([NH2:17])=[NH:16].P([O-])([O-])([O-])=O.[K+].[K+].[K+].N#N. Given the product [Br:8][C:6]1[CH:5]=[C:4]2[N:3]([CH:7]=1)[N:2]=[CH:11][N:16]=[C:15]2[NH2:17], predict the reactants needed to synthesize it. (3) Given the product [Br:66][C:63]1[CH:62]=[CH:61][C:60]([C:58](=[O:59])[CH2:57][NH:56][C:11]([C:8]2([C:5]3[CH:4]=[CH:3][C:2]([Cl:1])=[CH:7][CH:6]=3)[CH2:9][CH2:10]2)=[O:13])=[CH:65][CH:64]=1, predict the reactants needed to synthesize it. The reactants are: [Cl:1][C:2]1[CH:7]=[CH:6][C:5]([C:8]2([C:11]([OH:13])=O)[CH2:10][CH2:9]2)=[CH:4][CH:3]=1.C1C=CC2N(O)N=NC=2C=1.CN(C(ON1N=NC2C=CC=CC1=2)=[N+](C)C)C.[B-](F)(F)(F)F.CCN(C(C)C)C(C)C.Cl.[NH2:56][CH2:57][C:58]([C:60]1[CH:65]=[CH:64][C:63]([Br:66])=[CH:62][CH:61]=1)=[O:59]. (4) The reactants are: C1CCCCC=1.[F:7][C:8]([F:29])([F:28])[CH2:9][CH2:10][CH2:11][CH:12]([NH:17]C(=O)OCC1C=CC=CC=1)[C:13]([OH:16])([CH3:15])[CH3:14].[ClH:30]. Given the product [ClH:30].[NH2:17][CH:12]([CH2:11][CH2:10][CH2:9][C:8]([F:7])([F:28])[F:29])[C:13]([CH3:14])([OH:16])[CH3:15], predict the reactants needed to synthesize it.